The task is: Predict the product of the given reaction.. This data is from Forward reaction prediction with 1.9M reactions from USPTO patents (1976-2016). (1) Given the reactants [CH2:1]([O:8][C:9]1[CH:18]=[CH:17][CH:16]=[C:15]2[C:10]=1[CH2:11][CH2:12][CH2:13][C@@H:14]2[C:19]([N:21]([C:28]1[CH:29]=[N:30][C:31]([CH:34]([CH3:36])[CH3:35])=[CH:32][CH:33]=1)[CH2:22][C:23]1[CH:24]=[N:25][NH:26][CH:27]=1)=[O:20])[C:2]1[CH:7]=[CH:6][CH:5]=[CH:4][CH:3]=1.C(Cl)Cl.[OH-].[Na+].[CH2:42](I)[CH3:43], predict the reaction product. The product is: [CH2:1]([O:8][C:9]1[CH:18]=[CH:17][CH:16]=[C:15]2[C:10]=1[CH2:11][CH2:12][CH2:13][C@@H:14]2[C:19]([N:21]([CH2:22][C:23]1[CH:24]=[N:25][N:26]([CH2:42][CH3:43])[CH:27]=1)[C:28]1[CH:29]=[N:30][C:31]([CH:34]([CH3:36])[CH3:35])=[CH:32][CH:33]=1)=[O:20])[C:2]1[CH:7]=[CH:6][CH:5]=[CH:4][CH:3]=1. (2) Given the reactants Cl[C:2]1[C:11]2=[N:12][N:13](CC3C=CC(OC)=CC=3)[CH:14]=[C:10]2[C:9]2[CH:8]=[C:7]([O:24][CH3:25])[CH:6]=[CH:5][C:4]=2[N:3]=1.[NH2:26][C:27]1[CH:28]=[C:29]([S:33]([F:38])([F:37])([F:36])([F:35])[F:34])[CH:30]=[CH:31][CH:32]=1.Cl, predict the reaction product. The product is: [CH3:25][O:24][C:7]1[CH:6]=[CH:5][C:4]2[N:3]=[C:2]([NH:26][C:27]3[CH:32]=[CH:31][CH:30]=[C:29]([S:33]([F:38])([F:34])([F:35])([F:36])[F:37])[CH:28]=3)[C:11]3=[N:12][NH:13][CH:14]=[C:10]3[C:9]=2[CH:8]=1. (3) Given the reactants [F:1][C:2]([F:16])([F:15])[C:3]1[CH:4]=[C:5]([NH2:14])[C:6]([NH2:13])=[CH:7][C:8]=1[C:9]([F:12])([F:11])[F:10].C([O:21][C:22](=O)[CH2:23][C:24](=O)[C:25]1[CH:30]=[CH:29][CH:28]=[C:27]([C:31]2[CH:36]=[CH:35][N:34]=[C:33]([CH2:37][O:38]C3CCCCO3)[CH:32]=2)[CH:26]=1)(C)(C)C.C(O)(C(F)(F)F)=O, predict the reaction product. The product is: [OH:38][CH2:37][C:33]1[CH:32]=[C:31]([C:27]2[CH:26]=[C:25]([C:24]3[CH2:23][C:22](=[O:21])[NH:13][C:6]4[CH:7]=[C:8]([C:9]([F:12])([F:11])[F:10])[C:3]([C:2]([F:15])([F:16])[F:1])=[CH:4][C:5]=4[N:14]=3)[CH:30]=[CH:29][CH:28]=2)[CH:36]=[CH:35][N:34]=1. (4) Given the reactants C(Cl)(=O)C(Cl)=O.ClCCl.CS(C)=O.[OH:14][CH2:15][CH:16]1[CH2:20][N:19]([C:21]2[CH:26]=[CH:25][CH:24]=[CH:23][CH:22]=2)[C:18](=[O:27])[CH2:17]1, predict the reaction product. The product is: [O:27]=[C:18]1[N:19]([C:21]2[CH:22]=[CH:23][CH:24]=[CH:25][CH:26]=2)[CH2:20][CH:16]([CH:15]=[O:14])[CH2:17]1.